This data is from Full USPTO retrosynthesis dataset with 1.9M reactions from patents (1976-2016). The task is: Predict the reactants needed to synthesize the given product. (1) The reactants are: [CH2:1]([C@@:4]1([CH3:30])[CH2:9][C@H:8]([C:10]2[CH:15]=[CH:14][CH:13]=[C:12]([Cl:16])[CH:11]=2)[C@@H:7]([C:17]2[CH:22]=[CH:21][C:20]([Cl:23])=[CH:19][CH:18]=2)[N:6]([C@@H:24]([CH2:27][CH3:28])[CH:25]=[O:26])[C:5]1=[O:29])[CH:2]=[CH2:3].[CH2:31]([Mg]Br)[CH3:32]. Given the product [CH2:1]([C@@:4]1([CH3:30])[CH2:9][C@H:8]([C:10]2[CH:15]=[CH:14][CH:13]=[C:12]([Cl:16])[CH:11]=2)[C@@H:7]([C:17]2[CH:18]=[CH:19][C:20]([Cl:23])=[CH:21][CH:22]=2)[N:6]([C@H:24]([CH:25]([OH:26])[CH2:31][CH3:32])[CH2:27][CH3:28])[C:5]1=[O:29])[CH:2]=[CH2:3], predict the reactants needed to synthesize it. (2) Given the product [CH2:1]([S:3]([N:6]1[CH2:7][CH2:8][CH:9]([C:12]2[C:20]3[C:15](=[C:16]([C:29]([NH2:31])=[O:30])[CH:17]=[C:18]([C:21]4[CH:26]=[CH:25][CH:24]=[C:23]([CH2:32][N:33]([CH2:34][CH:35]([OH:36])[C:37]5[CH:42]=[CH:41][CH:40]=[CH:39][CH:38]=5)[CH3:45])[CH:22]=4)[CH:19]=3)[NH:14][CH:13]=2)[CH2:10][CH2:11]1)(=[O:5])=[O:4])[CH3:2], predict the reactants needed to synthesize it. The reactants are: [CH2:1]([S:3]([N:6]1[CH2:11][CH2:10][CH:9]([C:12]2[C:20]3[C:15](=[C:16]([C:29]([NH2:31])=[O:30])[CH:17]=[C:18]([C:21]4[CH:26]=[CH:25][CH:24]=[C:23](C=O)[CH:22]=4)[CH:19]=3)[NH:14][CH:13]=2)[CH2:8][CH2:7]1)(=[O:5])=[O:4])[CH3:2].[CH3:32][NH:33][CH2:34][CH:35]([C:37]1[CH:42]=[CH:41][CH:40]=[CH:39][CH:38]=1)[OH:36].[BH-](OC(C)=O)(OC(C)=O)O[C:45](C)=O.[Na+].